This data is from Full USPTO retrosynthesis dataset with 1.9M reactions from patents (1976-2016). The task is: Predict the reactants needed to synthesize the given product. (1) Given the product [C:29]([O:28][NH:27][C:25]([C@:20]1([CH3:33])[C@H:19]([NH:18][S:15]([C:12]2[CH:13]=[CH:14][C:9]([OH:8])=[CH:10][CH:11]=2)(=[O:17])=[O:16])[CH2:24][CH2:23][O:22][CH2:21]1)=[O:26])([CH3:32])([CH3:30])[CH3:31], predict the reactants needed to synthesize it. The reactants are: C([O:8][C:9]1[CH:14]=[CH:13][C:12]([S:15]([NH:18][C@@H:19]2[CH2:24][CH2:23][O:22][CH2:21][C@:20]2([CH3:33])[C:25]([NH:27][O:28][C:29]([CH3:32])([CH3:31])[CH3:30])=[O:26])(=[O:17])=[O:16])=[CH:11][CH:10]=1)C1C=CC=CC=1. (2) Given the product [NH2:34][C:30]1[CH:29]=[C:28]([C:25]([CH3:27])([CH3:26])[CH2:24][O:23][C:16]2[C:17]3[C:22](=[CH:21][CH:20]=[CH:19][CH:18]=3)[C:13]([NH:12][C:11]([NH:10][C:8]3[N:7]([C:43]4[CH:44]=[CH:45][C:46]([CH3:49])=[CH:47][CH:48]=4)[N:6]=[C:5]([C:1]([CH3:4])([CH3:3])[CH3:2])[CH:9]=3)=[O:42])=[CH:14][CH:15]=2)[CH:33]=[CH:32][N:31]=1, predict the reactants needed to synthesize it. The reactants are: [C:1]([C:5]1[CH:9]=[C:8]([NH:10][C:11](=[O:42])[NH:12][C:13]2[C:22]3[C:17](=[CH:18][CH:19]=[CH:20][CH:21]=3)[C:16]([O:23][CH2:24][C:25]([C:28]3[CH:33]=[CH:32][N:31]=[C:30]([NH:34]C(=O)OC(C)(C)C)[CH:29]=3)([CH3:27])[CH3:26])=[CH:15][CH:14]=2)[N:7]([C:43]2[CH:48]=[CH:47][C:46]([CH3:49])=[CH:45][CH:44]=2)[N:6]=1)([CH3:4])([CH3:3])[CH3:2].C(O)(C(F)(F)F)=O. (3) Given the product [CH3:1][O:2][C:3]1[CH:8]=[C:7]([O:9][CH3:10])[CH:6]=[CH:5][C:4]=1[CH2:11][N:12]1[C:13](=[O:20])[C:14]([C:26]2[CH:27]=[CH:28][C:23]([C:22]([F:33])([F:32])[F:21])=[CH:24][CH:25]=2)=[C:15]([CH3:18])[C:16]1=[O:17], predict the reactants needed to synthesize it. The reactants are: [CH3:1][O:2][C:3]1[CH:8]=[C:7]([O:9][CH3:10])[CH:6]=[CH:5][C:4]=1[CH2:11][N:12]1[C:16](=[O:17])[C:15]([CH3:18])=[C:14](Br)[C:13]1=[O:20].[F:21][C:22]([F:33])([F:32])[C:23]1[CH:28]=[CH:27][C:26](B(O)O)=[CH:25][CH:24]=1.[F-].[Cs+]. (4) Given the product [CH2:1]([O:3][C:4]([C:6]1[C:7]([Cl:21])=[N:8][C:9]([C:12]2[CH:13]=[N:14][CH:15]=[CH:16][CH:17]=2)=[N:10][CH:11]=1)=[O:5])[CH3:2], predict the reactants needed to synthesize it. The reactants are: [CH2:1]([O:3][C:4]([C:6]1[C:7](O)=[N:8][C:9]([C:12]2[CH:13]=[N:14][CH:15]=[CH:16][CH:17]=2)=[N:10][CH:11]=1)=[O:5])[CH3:2].O=S(Cl)[Cl:21].C([O-])([O-])=O.[K+].[K+]. (5) The reactants are: CON(C)[C:4]([C:6]1[S:7][C:8]([CH2:11][NH:12][C:13]2[CH:18]=[C:17]([O:19][CH2:20][C@H:21]3[CH2:23][C@@H:22]3[C:24]3[CH:29]=[CH:28][C:27]([CH3:30])=[CH:26][N:25]=3)[N:16]=[C:15]([CH3:31])[N:14]=2)=[N:9][N:10]=1)=[O:5].C[Mg+].[Br-].[C:36](=O)(O)[O-].[Na+]. Given the product [CH3:31][C:15]1[N:14]=[C:13]([NH:12][CH2:11][C:8]2[S:7][C:6]([C:4](=[O:5])[CH3:36])=[N:10][N:9]=2)[CH:18]=[C:17]([O:19][CH2:20][C@H:21]2[CH2:23][C@@H:22]2[C:24]2[CH:29]=[CH:28][C:27]([CH3:30])=[CH:26][N:25]=2)[N:16]=1, predict the reactants needed to synthesize it. (6) The reactants are: B(F)(F)[O:2][C:3]([C:5]1[C:14](=[O:15])[C:13]2[C:8](=[C:9]([O:18][CH3:19])[C:10](F)=[C:11]([F:16])[CH:12]=2)[N:7]([CH2:20][C:21]([F:24])([F:23])[F:22])[CH:6]=1)=[O:4].[NH:27]1[CH2:32][CH2:31][CH:30]([C:33]([O:35][CH2:36][CH3:37])=[O:34])[CH2:29][CH2:28]1. Given the product [CH2:36]([O:35][C:33]([CH:30]1[CH2:31][CH2:32][N:27]([C:10]2[C:9]([O:18][CH3:19])=[C:8]3[C:13]([C:14](=[O:15])[C:5]([C:3]([OH:2])=[O:4])=[CH:6][N:7]3[CH2:20][C:21]([F:23])([F:22])[F:24])=[CH:12][C:11]=2[F:16])[CH2:28][CH2:29]1)=[O:34])[CH3:37], predict the reactants needed to synthesize it. (7) Given the product [CH:20]([O:19][C:16]1[CH:17]=[C:36]([O:43][CH:44]=[CH2:45])[CH:37]=[C:38]([O:40][CH:41]=[CH2:42])[CH:39]=1)=[CH2:21], predict the reactants needed to synthesize it. The reactants are: C(=O)([O-])[O-].[Na+].[Na+].OC1C=C(O)C=C(O)C=1.[C:16]([O:19][CH:20]=[CH2:21])(=O)[CH3:17].OC1C=C(OC=C)C=C(O)C=1.OC1[CH:39]=[C:38]([O:40][CH:41]=[CH2:42])[CH:37]=[C:36]([O:43][CH:44]=[CH2:45])C=1.